This data is from Catalyst prediction with 721,799 reactions and 888 catalyst types from USPTO. The task is: Predict which catalyst facilitates the given reaction. Reactant: C[O:2][C:3]([C:5]1[C:13]2[C:8](=[CH:9][CH:10]=[C:11]([CH:14]3[C:19]([C:20]#[N:21])=[C:18]([CH3:22])[NH:17][C:16]([CH3:23])=[C:15]3[C:24]#[N:25])[CH:12]=2)[NH:7][N:6]=1)=[O:4].[Li+].[OH-].Cl. Product: [C:20]([C:19]1[CH:14]([C:11]2[CH:12]=[C:13]3[C:8](=[CH:9][CH:10]=2)[NH:7][N:6]=[C:5]3[C:3]([OH:4])=[O:2])[C:15]([C:24]#[N:25])=[C:16]([CH3:23])[NH:17][C:18]=1[CH3:22])#[N:21]. The catalyst class is: 24.